Task: Predict which catalyst facilitates the given reaction.. Dataset: Catalyst prediction with 721,799 reactions and 888 catalyst types from USPTO (1) Reactant: C(O[C:6](=[O:12])[O:7][C:8]([CH3:11])([CH3:10])[CH3:9])(C)(C)C.[H][H].[N:15]([CH:18]([C:23]1[CH:28]=[C:27]([F:29])[CH:26]=[C:25]([F:30])[CH:24]=1)[C:19]([O:21][CH3:22])=[O:20])=[N+]=[N-]. Product: [CH3:11][C:8]([CH3:9])([O:7][C:6]([NH:15][CH:18]([C:23]1[CH:24]=[C:25]([F:30])[CH:26]=[C:27]([F:29])[CH:28]=1)[C:19]([O:21][CH3:22])=[O:20])=[O:12])[CH3:10]. The catalyst class is: 99. (2) Reactant: [CH3:1][O:2][C:3]([C:5]1([C:8](O)=[O:9])[CH2:7][CH2:6]1)=[O:4].C(N(CC)CC)C.CC(C)CC(Cl)=O.[BH4-].[Na+].Cl. Product: [CH3:1][O:2][C:3]([C:5]1([CH2:8][OH:9])[CH2:7][CH2:6]1)=[O:4]. The catalyst class is: 20.